From a dataset of Reaction yield outcomes from USPTO patents with 853,638 reactions. Predict the reaction yield, written as a fraction of the theoretical maximum amount of product (1.0 means a 100% yield; for example, 0.34 means a 34% yield). (1) The reactants are [Br:1][C:2]1[CH:6]=[N:5][N:4]([CH3:7])[C:3]=1[C:8]1[CH:9]=[C:10]([NH2:16])[CH:11]=[CH:12][C:13]=1[O:14][CH3:15].[F:17][C:18]1[CH:23]=[CH:22][C:21]([N:24]=[C:25]=[O:26])=[CH:20][CH:19]=1. The catalyst is C(Cl)Cl. The product is [Br:1][C:2]1[CH:6]=[N:5][N:4]([CH3:7])[C:3]=1[C:8]1[CH:9]=[C:10]([NH:16][C:25]([NH:24][C:21]2[CH:22]=[CH:23][C:18]([F:17])=[CH:19][CH:20]=2)=[O:26])[CH:11]=[CH:12][C:13]=1[O:14][CH3:15]. The yield is 0.850. (2) The reactants are ON1C2C=CC=CC=2N=N1.CN1CCOCC1.[C:18]([O:22][C:23](=[O:46])[C:24]([CH3:45])([CH3:44])[CH2:25][C:26]1[CH:43]=[CH:42][C:29]([CH2:30][N:31]([CH2:36][C:37]2[O:38][CH:39]=[CH:40][CH:41]=2)[CH2:32][C:33](O)=[O:34])=[CH:28][CH:27]=1)([CH3:21])([CH3:20])[CH3:19].[CH3:47][C:48]1[CH:54]=[C:53]([CH3:55])[CH:52]=[CH:51][C:49]=1[NH2:50]. The catalyst is CN(C)C1C=CN=CC=1.CN(C)C=O.O. The product is [CH3:47][C:48]1[CH:54]=[C:53]([CH3:55])[CH:52]=[CH:51][C:49]=1[NH:50][C:33](=[O:34])[CH2:32][N:31]([CH2:30][C:29]1[CH:42]=[CH:43][C:26]([CH2:25][C:24]([CH3:44])([CH3:45])[C:23]([O:22][C:18]([CH3:19])([CH3:21])[CH3:20])=[O:46])=[CH:27][CH:28]=1)[CH2:36][C:37]1[O:38][CH:39]=[CH:40][CH:41]=1. The yield is 0.910. (3) The reactants are Cl.Cl.[NH2:3][CH2:4][C:5]1[C:10]([O:11][CH2:12][C:13]([O:15][CH2:16][CH3:17])=[O:14])=[CH:9][CH:8]=[CH:7][N:6]=1.C(N(CC)CC)C.[CH3:25][C:26]([CH3:42])([N:31]1[C:39](=[O:40])[C:38]2[C:33](=[CH:34][CH:35]=[CH:36][CH:37]=2)[C:32]1=[O:41])[CH2:27][C:28](O)=[O:29]. The catalyst is C(Cl)Cl. The product is [CH2:16]([O:15][C:13](=[O:14])[CH2:12][O:11][C:10]1[C:5]([CH2:4][NH:3][C:28](=[O:29])[CH2:27][C:26]([N:31]2[C:39](=[O:40])[C:38]3[C:33](=[CH:34][CH:35]=[CH:36][CH:37]=3)[C:32]2=[O:41])([CH3:42])[CH3:25])=[N:6][CH:7]=[CH:8][CH:9]=1)[CH3:17]. The yield is 0.460. (4) The reactants are [NH:1]1[C:9]2[C:4](=[CH:5][CH:6]=[CH:7][CH:8]=2)[CH2:3][C:2]1=[O:10].[Br:11]N1C(=O)CCC1=O. The catalyst is C(#N)C. The product is [Br:11][C:6]1[CH:5]=[C:4]2[C:9](=[CH:8][CH:7]=1)[NH:1][C:2](=[O:10])[CH2:3]2. The yield is 0.870. (5) The reactants are [CH2:1]([O:8][C:9]([N:11]1[CH2:16][CH2:15][C:14]([C:20](=[O:34])[NH:21][C:22]2[C:31]3[C:26](=[CH:27][CH:28]=[C:29]([O:32][CH3:33])[N:30]=3)[N:25]=[CH:24][CH:23]=2)([C:17](O)=[O:18])[CH2:13][CH2:12]1)=[O:10])[C:2]1[CH:7]=[CH:6][CH:5]=[CH:4][CH:3]=1.C(N(CC)CC)C.ClC(OCC(C)C)=O. The product is [CH2:1]([O:8][C:9]([N:11]1[CH2:12][CH2:13][C:14]([CH2:17][OH:18])([C:20](=[O:34])[NH:21][C:22]2[C:31]3[C:26](=[CH:27][CH:28]=[C:29]([O:32][CH3:33])[N:30]=3)[N:25]=[CH:24][CH:23]=2)[CH2:15][CH2:16]1)=[O:10])[C:2]1[CH:3]=[CH:4][CH:5]=[CH:6][CH:7]=1. The catalyst is O1CCCC1. The yield is 0.280. (6) The reactants are [Mg].Cl[CH:3]1[CH2:8][CH2:7][N:6]([CH3:9])[CH2:5][CH2:4]1.II.C1([Mg]Cl)CCCCC1.[NH2:20][C:21]1[CH:28]=[CH:27][CH:26]=[CH:25][C:22]=1[C:23]#N.C1C[O:32]CC1. No catalyst specified. The product is [NH2:20][C:21]1[CH:28]=[CH:27][CH:26]=[CH:25][C:22]=1[C:23]([CH:3]1[CH2:8][CH2:7][N:6]([CH3:9])[CH2:5][CH2:4]1)=[O:32]. The yield is 0.0700. (7) The reactants are [C:1](=[O:12])(OC(Cl)(Cl)Cl)[O:2][C:3](Cl)(Cl)Cl.[NH2:13][C:14]1C=[CH:18][CH:17]=[CH:16][C:15]=1O.C(N(CC)CC)C. The catalyst is ClCCl.O.C(O)C. The product is [O:2]1[C:3]2[CH:18]=[CH:17][CH:16]=[CH:15][C:14]=2[NH:13][C:1]1=[O:12]. The yield is 0.480.